The task is: Predict the reactants needed to synthesize the given product.. This data is from Full USPTO retrosynthesis dataset with 1.9M reactions from patents (1976-2016). (1) Given the product [CH2:28]([N:3]([CH2:1][CH3:2])[C:4](=[O:27])[C:5]1[CH:10]=[CH:9][CH:8]=[C:7]([C:11]2[CH:12]=[CH:13][C:14]3[C:15](=[C:36]4[CH2:35][CH2:33][NH:32][CH2:50][CH2:51]4)[C:16]4[C:21]([O:22][C:23]=3[CH:24]=2)=[C:20]([OH:25])[CH:19]=[CH:18][CH:17]=4)[CH:6]=1)[CH3:29], predict the reactants needed to synthesize it. The reactants are: [CH2:1]([N:3]([CH2:28][CH3:29])[C:4](=[O:27])[C:5]1[CH:10]=[CH:9][CH:8]=[C:7]([C:11]2[CH:12]=[CH:13][C:14]3[C:15](=O)[C:16]4[C:21]([O:22][C:23]=3[CH:24]=2)=[C:20]([OH:25])[CH:19]=[CH:18][CH:17]=4)[CH:6]=1)[CH3:2].C([N:32]([CH2:50][CH3:51])[C:33]([C:35]1[CH:36]=CC2C(=O)C3C(OC=2C=1)=CC=CC=3)=O)C. (2) Given the product [CH2:24]([N:17]1[C:18]2[C:19](=[N:20][CH:21]=[CH:22][CH:23]=2)[N:15]([C:12]2[CH:11]=[CH:10][C:9]([OH:8])=[CH:14][CH:13]=2)[C:16]1=[O:26])[CH3:25], predict the reactants needed to synthesize it. The reactants are: C([O:8][C:9]1[CH:14]=[CH:13][C:12]([N:15]2[C:19]3=[N:20][CH:21]=[CH:22][CH:23]=[C:18]3[N:17]([CH2:24][CH3:25])[C:16]2=[O:26])=[CH:11][CH:10]=1)C1C=CC=CC=1. (3) Given the product [Cl:17][C:18]1[CH:26]=[CH:25][C:21]2[O:22][CH2:23][O:24][C:20]=2[C:19]=1[NH:27][C:2]1[CH:11]=[CH:10][N:9]=[C:8]2[C:3]=1[C:4]1[CH:16]=[CH:15][CH:14]=[CH:13][C:5]=1[C:6](=[O:12])[NH:7]2, predict the reactants needed to synthesize it. The reactants are: Cl[C:2]1[CH:11]=[CH:10][N:9]=[C:8]2[C:3]=1[C:4]1[CH:16]=[CH:15][CH:14]=[CH:13][C:5]=1[C:6](=[O:12])[NH:7]2.[Cl:17][C:18]1[CH:26]=[CH:25][C:21]2[O:22][CH2:23][O:24][C:20]=2[C:19]=1[NH2:27].CC(C1C=C(C(C)C)C(C2C=CC=CC=2P(C2CCCCC2)C2CCCCC2)=C(C(C)C)C=1)C.CC([O-])(C)C.[Na+]. (4) Given the product [F:17][C:15]1[CH:16]=[C:11]([CH2:10][C@@H:9]([C:19]2[C:24]([C:25]3[CH:26]=[CH:27][C:28]([F:34])=[C:29]([CH:33]=3)[C:30]([NH2:32])=[O:31])=[CH:23][CH:22]=[CH:21][N:20]=2)[NH:8][C:47](=[O:48])[CH2:46][N:38]2[C:39]3[C:44](=[CH:43][CH:42]=[CH:41][CH:40]=3)[NH:45][C:36](=[O:35])[CH2:37]2)[CH:12]=[C:13]([F:18])[CH:14]=1, predict the reactants needed to synthesize it. The reactants are: FC(F)(F)C(O)=O.[NH2:8][C@H:9]([C:19]1[C:24]([C:25]2[CH:26]=[CH:27][C:28]([F:34])=[C:29]([CH:33]=2)[C:30]([NH2:32])=[O:31])=[CH:23][CH:22]=[CH:21][N:20]=1)[CH2:10][C:11]1[CH:16]=[C:15]([F:17])[CH:14]=[C:13]([F:18])[CH:12]=1.[O:35]=[C:36]1[NH:45][C:44]2[C:39](=[CH:40][CH:41]=[CH:42][CH:43]=2)[N:38]([CH2:46][C:47](O)=[O:48])[CH2:37]1. (5) Given the product [F:1][C:2]1[CH:7]=[CH:6][CH:5]=[C:4]([OH:8])[C:3]=1[C:10]1[C:18]2[C:17]([NH:19][C@H:20]([C:22]3[N:27]([C:28]4[CH:33]=[CH:32][CH:31]=[CH:30][CH:29]=4)[C:26](=[O:34])[C:25]4=[C:35]([CH3:38])[CH:36]=[CH:37][N:24]4[N:23]=3)[CH3:21])=[N:16][CH:15]=[N:14][C:13]=2[NH:12][CH:11]=1, predict the reactants needed to synthesize it. The reactants are: [F:1][C:2]1[CH:7]=[CH:6][CH:5]=[C:4]([O:8]C)[C:3]=1[C:10]1[C:18]2[C:17]([NH:19][C@H:20]([C:22]3[N:27]([C:28]4[CH:33]=[CH:32][CH:31]=[CH:30][CH:29]=4)[C:26](=[O:34])[C:25]4=[C:35]([CH3:38])[CH:36]=[CH:37][N:24]4[N:23]=3)[CH3:21])=[N:16][CH:15]=[N:14][C:13]=2[N:12](COCC[Si](C)(C)C)[CH:11]=1.B(Br)(Br)Br.N. (6) The reactants are: Br[C:2]1[CH:3]=[CH:4][C:5]2[C:11]3[S:12][C:13]([C:15]([N:17]([C:19]4[CH:24]=[CH:23][CH:22]=[CH:21][C:20]=4[Cl:25])[CH3:18])=[O:16])=[CH:14][C:10]=3[CH2:9][CH2:8][O:7][C:6]=2[CH:26]=1.[C:27]([C:29]1[CH:30]=[C:31](B(O)O)[CH:32]=[CH:33][CH:34]=1)#[N:28]. Given the product [Cl:25][C:20]1[CH:21]=[CH:22][CH:23]=[CH:24][C:19]=1[N:17]([CH3:18])[C:15]([C:13]1[S:12][C:11]2[C:5]3[CH:4]=[CH:3][C:2]([C:33]4[CH:32]=[CH:31][CH:30]=[C:29]([C:27]#[N:28])[CH:34]=4)=[CH:26][C:6]=3[O:7][CH2:8][CH2:9][C:10]=2[CH:14]=1)=[O:16], predict the reactants needed to synthesize it. (7) The reactants are: O=[C:2]([CH3:13])[CH2:3][C:4]1[CH:5]=[C:6]([CH2:10][C:11]#[N:12])[CH:7]=[CH:8][CH:9]=1.[C:14]1([C@H:20]([NH2:22])[CH3:21])[CH:19]=[CH:18][CH:17]=[CH:16][CH:15]=1.C(O[BH-](OC(=O)C)OC(=O)C)(=O)C.[Na+].[OH-].[Na+].C(=O)(O)[O-].[Na+].C(Cl)[Cl:45]. Given the product [ClH:45].[C:14]1([C@H:20]([NH:22][C@H:2]([CH3:13])[CH2:3][C:4]2[CH:5]=[C:6]([CH2:10][C:11]#[N:12])[CH:7]=[CH:8][CH:9]=2)[CH3:21])[CH:19]=[CH:18][CH:17]=[CH:16][CH:15]=1, predict the reactants needed to synthesize it. (8) The reactants are: O[C:2]1[CH:10]=[CH:9][C:5]2O[CH2:7][O:8][C:4]=2[C:3]=1[CH:11]=[O:12].[C:13]([O-:16])([O-])=[O:14].[K+].[K+].[CH3:19]N(C)C=O. Given the product [CH2:7]([O:8][C:4]1[CH:5]=[CH:9][C:10]2[O:14][CH2:13][O:16][C:2]=2[C:3]=1[CH:11]=[O:12])[CH3:19], predict the reactants needed to synthesize it.